This data is from NCI-60 drug combinations with 297,098 pairs across 59 cell lines. The task is: Regression. Given two drug SMILES strings and cell line genomic features, predict the synergy score measuring deviation from expected non-interaction effect. (1) Drug 1: CC12CCC3C(C1CCC2=O)CC(=C)C4=CC(=O)C=CC34C. Drug 2: COCCOC1=C(C=C2C(=C1)C(=NC=N2)NC3=CC=CC(=C3)C#C)OCCOC.Cl. Cell line: SNB-19. Synergy scores: CSS=42.1, Synergy_ZIP=-1.86, Synergy_Bliss=0.680, Synergy_Loewe=2.32, Synergy_HSA=2.38. (2) Drug 1: CC1=C(C=C(C=C1)NC2=NC=CC(=N2)N(C)C3=CC4=NN(C(=C4C=C3)C)C)S(=O)(=O)N.Cl. Drug 2: CC1=C(C(=CC=C1)Cl)NC(=O)C2=CN=C(S2)NC3=CC(=NC(=N3)C)N4CCN(CC4)CCO. Cell line: HCC-2998. Synergy scores: CSS=-8.42, Synergy_ZIP=4.35, Synergy_Bliss=-6.98, Synergy_Loewe=-21.7, Synergy_HSA=-18.4. (3) Drug 1: C1CCC(C1)C(CC#N)N2C=C(C=N2)C3=C4C=CNC4=NC=N3. Drug 2: CCCCCOC(=O)NC1=NC(=O)N(C=C1F)C2C(C(C(O2)C)O)O. Cell line: SNB-19. Synergy scores: CSS=-2.75, Synergy_ZIP=2.10, Synergy_Bliss=0.675, Synergy_Loewe=-2.26, Synergy_HSA=-2.24. (4) Drug 1: CC12CCC(CC1=CCC3C2CCC4(C3CC=C4C5=CN=CC=C5)C)O. Drug 2: CCC1(C2=C(COC1=O)C(=O)N3CC4=CC5=C(C=CC(=C5CN(C)C)O)N=C4C3=C2)O.Cl. Cell line: A498. Synergy scores: CSS=0.455, Synergy_ZIP=-1.44, Synergy_Bliss=2.17, Synergy_Loewe=-18.7, Synergy_HSA=0.240. (5) Drug 2: CC1=C(C=C(C=C1)C(=O)NC2=CC(=CC(=C2)C(F)(F)F)N3C=C(N=C3)C)NC4=NC=CC(=N4)C5=CN=CC=C5. Drug 1: CC1=CC2C(CCC3(C2CCC3(C(=O)C)OC(=O)C)C)C4(C1=CC(=O)CC4)C. Cell line: LOX IMVI. Synergy scores: CSS=6.66, Synergy_ZIP=-1.27, Synergy_Bliss=-0.537, Synergy_Loewe=2.86, Synergy_HSA=0.724.